From a dataset of Forward reaction prediction with 1.9M reactions from USPTO patents (1976-2016). Predict the product of the given reaction. Given the reactants [NH:1]1[CH2:5][CH2:4][N:3]=[C:2]1[C:6]1[C:14]2[C:9](=[N:10][CH:11]=[CH:12][CH:13]=2)[N:8]([CH:15]2[CH2:19][CH2:18][N:17]([C:20]3[CH:21]=[N:22][N:23]([C:28]4[CH:33]=[CH:32][C:31]([F:34])=[CH:30][CH:29]=4)[C:24]=3[CH:25]([CH3:27])[CH3:26])[C:16]2=[O:35])[N:7]=1.CC(OI1(OC(C)=O)(OC(C)=O)OC(=O)C2C=CC=CC1=2)=O, predict the reaction product. The product is: [F:34][C:31]1[CH:32]=[CH:33][C:28]([N:23]2[C:24]([CH:25]([CH3:27])[CH3:26])=[C:20]([N:17]3[CH2:18][CH2:19][CH:15]([N:8]4[C:9]5=[N:10][CH:11]=[CH:12][CH:13]=[C:14]5[C:6]([C:2]5[NH:3][CH:4]=[CH:5][N:1]=5)=[N:7]4)[C:16]3=[O:35])[CH:21]=[N:22]2)=[CH:29][CH:30]=1.